Dataset: Reaction yield outcomes from USPTO patents with 853,638 reactions. Task: Predict the reaction yield, written as a fraction of the theoretical maximum amount of product (1.0 means a 100% yield; for example, 0.34 means a 34% yield). (1) The reactants are [CH3:13][C:12]([O:11][C:9](O[C:9]([O:11][C:12]([CH3:15])([CH3:14])[CH3:13])=[O:10])=[O:10])([CH3:15])[CH3:14].CCN(C(C)C)C(C)C.[OH:25][C:26]1[CH:31]=[C:30]([NH2:32])[C:29]([OH:33])=[CH:28][C:27]=1[NH2:34]. The catalyst is CS(C)=O. The product is [NH2:32][C:30]1[C:31]([C:9]([O:11][C:12]([CH3:13])([CH3:14])[CH3:15])=[O:10])=[C:26]([OH:25])[C:27]([NH2:34])=[CH:28][C:29]=1[OH:33]. The yield is 0.450. (2) The reactants are [C:1]([O:5][C:6]([N:8]1[CH2:13][CH2:12][N:11]([C:14]2[C:19]([NH2:20])=[C:18](Cl)[N:17]=[CH:16][N:15]=2)[CH2:10][CH2:9]1)=[O:7])([CH3:4])([CH3:3])[CH3:2].[Si:22]([C:26]#[CH:27])([CH3:25])([CH3:24])[CH3:23]. The catalyst is C1COCC1.Cl[Pd](Cl)([P](C1C=CC=CC=1)(C1C=CC=CC=1)C1C=CC=CC=1)[P](C1C=CC=CC=1)(C1C=CC=CC=1)C1C=CC=CC=1.[Cu]I. The product is [C:1]([O:5][C:6]([N:8]1[CH2:13][CH2:12][N:11]([C:14]2[C:19]([NH2:20])=[C:18]([C:27]#[C:26][Si:22]([CH3:25])([CH3:24])[CH3:23])[N:17]=[CH:16][N:15]=2)[CH2:10][CH2:9]1)=[O:7])([CH3:4])([CH3:3])[CH3:2]. The yield is 0.250.